From a dataset of NCI-60 drug combinations with 297,098 pairs across 59 cell lines. Regression. Given two drug SMILES strings and cell line genomic features, predict the synergy score measuring deviation from expected non-interaction effect. (1) Synergy scores: CSS=25.6, Synergy_ZIP=0.110, Synergy_Bliss=0.0705, Synergy_Loewe=-23.5, Synergy_HSA=-0.175. Cell line: OVCAR-8. Drug 1: COC1=CC(=CC(=C1O)OC)C2C3C(COC3=O)C(C4=CC5=C(C=C24)OCO5)OC6C(C(C7C(O6)COC(O7)C8=CC=CS8)O)O. Drug 2: C1=CC(=CC=C1C#N)C(C2=CC=C(C=C2)C#N)N3C=NC=N3. (2) Drug 1: C1=CC=C(C=C1)NC(=O)CCCCCCC(=O)NO. Drug 2: CC1=C(N=C(N=C1N)C(CC(=O)N)NCC(C(=O)N)N)C(=O)NC(C(C2=CN=CN2)OC3C(C(C(C(O3)CO)O)O)OC4C(C(C(C(O4)CO)O)OC(=O)N)O)C(=O)NC(C)C(C(C)C(=O)NC(C(C)O)C(=O)NCCC5=NC(=CS5)C6=NC(=CS6)C(=O)NCCC[S+](C)C)O. Cell line: NCI-H226. Synergy scores: CSS=20.8, Synergy_ZIP=-8.16, Synergy_Bliss=-1.46, Synergy_Loewe=-1.86, Synergy_HSA=0.972. (3) Drug 1: CC1C(C(CC(O1)OC2CC(CC3=C2C(=C4C(=C3O)C(=O)C5=C(C4=O)C(=CC=C5)OC)O)(C(=O)CO)O)N)O.Cl. Drug 2: CCC1(C2=C(COC1=O)C(=O)N3CC4=CC5=C(C=CC(=C5CN(C)C)O)N=C4C3=C2)O.Cl. Cell line: NCI-H226. Synergy scores: CSS=13.2, Synergy_ZIP=-4.79, Synergy_Bliss=-0.883, Synergy_Loewe=-4.63, Synergy_HSA=-1.65. (4) Drug 1: CC1=C(C(CCC1)(C)C)C=CC(=CC=CC(=CC(=O)O)C)C. Drug 2: CCC1=C2CN3C(=CC4=C(C3=O)COC(=O)C4(CC)O)C2=NC5=C1C=C(C=C5)O. Cell line: HCT116. Synergy scores: CSS=55.7, Synergy_ZIP=1.37, Synergy_Bliss=1.38, Synergy_Loewe=-69.4, Synergy_HSA=-0.574. (5) Drug 1: CCC1=C2CN3C(=CC4=C(C3=O)COC(=O)C4(CC)O)C2=NC5=C1C=C(C=C5)O. Drug 2: CC1C(C(CC(O1)OC2CC(OC(C2O)C)OC3=CC4=CC5=C(C(=O)C(C(C5)C(C(=O)C(C(C)O)O)OC)OC6CC(C(C(O6)C)O)OC7CC(C(C(O7)C)O)OC8CC(C(C(O8)C)O)(C)O)C(=C4C(=C3C)O)O)O)O. Cell line: NCI-H226. Synergy scores: CSS=8.79, Synergy_ZIP=0.130, Synergy_Bliss=0.489, Synergy_Loewe=-2.21, Synergy_HSA=-0.726. (6) Drug 1: C1C(C(OC1N2C=C(C(=O)NC2=O)F)CO)O. Drug 2: CC1C(C(CC(O1)OC2CC(OC(C2O)C)OC3=CC4=CC5=C(C(=O)C(C(C5)C(C(=O)C(C(C)O)O)OC)OC6CC(C(C(O6)C)O)OC7CC(C(C(O7)C)O)OC8CC(C(C(O8)C)O)(C)O)C(=C4C(=C3C)O)O)O)O. Cell line: KM12. Synergy scores: CSS=66.7, Synergy_ZIP=0.667, Synergy_Bliss=-0.0325, Synergy_Loewe=-1.78, Synergy_HSA=-0.948.